Dataset: Full USPTO retrosynthesis dataset with 1.9M reactions from patents (1976-2016). Task: Predict the reactants needed to synthesize the given product. (1) Given the product [CH3:1][C:2]([N:7]1[CH2:8][CH2:9][N:10]([CH2:13][C:14]2[S:22][C:21]3[C:20]([N:23]4[CH2:24][CH2:25][O:26][CH2:27][CH2:28]4)=[N:19][C:18]([C:43]4[C:52]5[C:47](=[CH:48][CH:49]=[CH:50][CH:51]=5)[N:46]=[CH:45][CH:44]=4)=[N:17][C:16]=3[CH:15]=2)[CH2:11][CH2:12]1)([CH3:6])[C:3]([NH2:5])=[O:4], predict the reactants needed to synthesize it. The reactants are: [CH3:1][C:2]([N:7]1[CH2:12][CH2:11][N:10]([CH2:13][C:14]2[S:22][C:21]3[C:20]([N:23]4[CH2:28][CH2:27][O:26][CH2:25][CH2:24]4)=[N:19][C:18]([Sn](CCCC)(CCCC)CCCC)=[N:17][C:16]=3[CH:15]=2)[CH2:9][CH2:8]1)([CH3:6])[C:3]([NH2:5])=[O:4].Br[C:43]1[C:52]2[C:47](=[CH:48][CH:49]=[CH:50][CH:51]=2)[N:46]=[CH:45][CH:44]=1. (2) The reactants are: [CH3:1][N:2](C=O)C.C1COCC1.CN(C)[CH2:13][C:14]1[C:22]2[C:17](=[CH:18][C:19]([N+:23]([O-:25])=[O:24])=[CH:20][CH:21]=2)[NH:16][CH:15]=1.[C-]#N.[K+]. Given the product [N+:23]([C:19]1[CH:18]=[C:17]2[C:22]([C:14]([CH2:13][C:1]#[N:2])=[CH:15][NH:16]2)=[CH:21][CH:20]=1)([O-:25])=[O:24], predict the reactants needed to synthesize it.